Dataset: CYP2D6 inhibition data for predicting drug metabolism from PubChem BioAssay. Task: Regression/Classification. Given a drug SMILES string, predict its absorption, distribution, metabolism, or excretion properties. Task type varies by dataset: regression for continuous measurements (e.g., permeability, clearance, half-life) or binary classification for categorical outcomes (e.g., BBB penetration, CYP inhibition). Dataset: cyp2d6_veith. (1) The drug is O=C(c1ccco1)N1CCN(C(=O)c2ccc(COc3ccc4c(c3)CCC4)o2)CC1. The result is 0 (non-inhibitor). (2) The drug is Nc1ncn([C@H]2O[C@@H](CO)[C@@H](O)[C@@H]2O)c(=O)n1. The result is 0 (non-inhibitor). (3) The compound is CC(=O)NC1(c2cccc(F)c2)CCN(CC(=O)NC(C)C)CC1. The result is 0 (non-inhibitor). (4) The compound is CCOC(=O)Cc1cc(=O)n2[nH]c(C)c(-c3ccccc3)c2n1. The result is 0 (non-inhibitor). (5) The drug is N#CC(C#N)=c1s/c(=C/c2cn(-c3ccccc3)nc2-c2cccnc2)c(=O)n1-c1ccccc1F. The result is 0 (non-inhibitor). (6) The drug is CS(=O)(=O)N1CCC[C@@]2(CCN(c3ccccn3)C2)C1. The result is 0 (non-inhibitor).